Dataset: Forward reaction prediction with 1.9M reactions from USPTO patents (1976-2016). Task: Predict the product of the given reaction. (1) Given the reactants C([N:8]1[CH2:14][C:13]2[CH:15]=[CH:16][C:17]([Br:19])=[CH:18][C:12]=2[O:11][CH2:10][CH2:9]1)C1C=CC=CC=1.ClC(OC(Cl)C)=O.[OH-].[Na+].[C:40]([O:39][C:37](O[C:37]([O:39][C:40]([CH3:43])([CH3:42])[CH3:41])=[O:38])=[O:38])([CH3:43])([CH3:42])[CH3:41], predict the reaction product. The product is: [Br:19][C:17]1[CH:16]=[CH:15][C:13]2[CH2:14][N:8]([C:37]([O:39][C:40]([CH3:41])([CH3:42])[CH3:43])=[O:38])[CH2:9][CH2:10][O:11][C:12]=2[CH:18]=1. (2) Given the reactants Br[C:2]1[N:12]([CH2:13][C@H:14]2[CH2:19][CH2:18][C@H:17]([CH3:20])[CH2:16][CH2:15]2)[C:5]2[C:6]([Cl:11])=[N:7][C:8]([Cl:10])=[CH:9][C:4]=2[N:3]=1.[C:21]1([C@@H:27]2[CH2:32][O:31][CH2:30][CH2:29][NH:28]2)[CH:26]=[CH:25][CH:24]=[CH:23][CH:22]=1.[F-].[K+].C(N(CC)C(C)C)(C)C, predict the reaction product. The product is: [Cl:11][C:6]1[C:5]2[N:12]([CH2:13][C@H:14]3[CH2:19][CH2:18][C@H:17]([CH3:20])[CH2:16][CH2:15]3)[C:2]([N:28]3[CH2:29][CH2:30][O:31][CH2:32][C@H:27]3[C:21]3[CH:26]=[CH:25][CH:24]=[CH:23][CH:22]=3)=[N:3][C:4]=2[CH:9]=[C:8]([Cl:10])[N:7]=1. (3) Given the reactants ClC1C(=O)C(C#N)=C(C#N)C(=O)C=1Cl.[CH2:15]([O:17][C:18](=[O:42])[CH:19]([C:26]1[N:27]([C:35]2[CH:40]=[CH:39][C:38]([Cl:41])=[CH:37][CH:36]=2)[N:28]=[C:29]2[C:34]=1[CH2:33][CH2:32][CH2:31][CH2:30]2)[CH:20]1[CH2:25][CH2:24][CH2:23][CH2:22][CH2:21]1)[CH3:16], predict the reaction product. The product is: [CH2:15]([O:17][C:18](=[O:42])[CH:19]([C:26]1[N:27]([C:35]2[CH:36]=[CH:37][C:38]([Cl:41])=[CH:39][CH:40]=2)[N:28]=[C:29]2[C:34]=1[CH:33]=[CH:32][CH:31]=[CH:30]2)[CH:20]1[CH2:25][CH2:24][CH2:23][CH2:22][CH2:21]1)[CH3:16]. (4) Given the reactants [CH3:1][O:2][N:3]=[CH:4][C:5]1[CH:10]=[CH:9][C:8]([C:11]([F:14])([F:13])[F:12])=[CH:7][CH:6]=1.C([BH3-])#N.[Na+], predict the reaction product. The product is: [CH3:1][O:2][NH:3][CH2:4][C:5]1[CH:6]=[CH:7][C:8]([C:11]([F:12])([F:13])[F:14])=[CH:9][CH:10]=1. (5) Given the reactants [C:1]([O:5][C:6]([N:8]1[CH2:12][C@@H:11]([C:13]2[CH:18]=[CH:17][C:16]([F:19])=[CH:15][CH:14]=2)[CH2:10][C@H:9]1[C:20](O)=[O:21])=[O:7])([CH3:4])([CH3:3])[CH3:2].[F:23][C:24]1[CH:29]=[CH:28][C:27]([C@H:30]2[CH2:34][CH2:33][NH:32][CH2:31]2)=[CH:26][CH:25]=1.CN(C(ON1N=NC2C=CC=NC1=2)=[N+](C)C)C.F[P-](F)(F)(F)(F)F.CCN(C(C)C)C(C)C, predict the reaction product. The product is: [F:19][C:16]1[CH:15]=[CH:14][C:13]([C@@H:11]2[CH2:12][N:8]([C:6]([O:5][C:1]([CH3:3])([CH3:4])[CH3:2])=[O:7])[C@H:9]([C:20]([N:32]3[CH2:33][CH2:34][C@H:30]([C:27]4[CH:28]=[CH:29][C:24]([F:23])=[CH:25][CH:26]=4)[CH2:31]3)=[O:21])[CH2:10]2)=[CH:18][CH:17]=1. (6) The product is: [NH2:78][C:60]1[C:59]([N:56]2[CH2:57][CH2:58][O:53][CH2:54][CH2:55]2)=[CH:68][C:67]2[C:62](=[CH:63][CH:64]=[C:65]([C:44]3[C:51]([CH3:52])=[CH:50][CH:49]=[CH:48][C:45]=3[C:46]#[N:47])[CH:66]=2)[N:61]=1. Given the reactants P([O-])([O-])([O-])=O.[K+].[K+].[K+].C1(P(C2CCCCC2)C2C=CC=CC=2C2C(C(C)C)=CC(C(C)C)=CC=2C(C)C)CCCCC1.Br[C:44]1[C:51]([CH3:52])=[CH:50][CH:49]=[CH:48][C:45]=1[C:46]#[N:47].[O:53]1[CH2:58][CH2:57][N:56]([C:59]2[C:60]([NH2:78])=[N:61][C:62]3[C:67]([CH:68]=2)=[CH:66][C:65](B2OC(C)(C)C(C)(C)O2)=[CH:64][CH:63]=3)[CH2:55][CH2:54]1, predict the reaction product. (7) Given the reactants Br[CH2:2][C:3]([C:5]1[CH:10]=[CH:9][C:8]([OH:11])=[CH:7][CH:6]=1)=O.[Br:12][C:13]1[CH:14]=[N:15][C:16]([NH2:19])=[N:17][CH:18]=1, predict the reaction product. The product is: [Br:12][C:13]1[CH:14]=[N:15][C:16]2[N:17]([CH:2]=[C:3]([C:5]3[CH:10]=[CH:9][C:8]([OH:11])=[CH:7][CH:6]=3)[N:19]=2)[CH:18]=1. (8) Given the reactants [Br:1][C:2]1[CH:7]=[C:6]([C@@H:8]2[C@@H:12]([C:13]3[CH:18]=[CH:17][CH:16]=[CH:15][CH:14]=3)[O:11][C:10](=[O:19])[NH:9]2)[CH:5]=CN=1.[F:20]C1C=C(C=CC=1)CP(=O)(OCC)OCC.BrC1C=[N:39][CH:40]=C(C=1)C=O, predict the reaction product. The product is: [Br:1][C:2]1[CH:7]=[C:6]([C@@H:8]2[C@@H:12]([C:13]3[CH:14]=[CH:15][CH:16]=[C:17]([F:20])[CH:18]=3)[O:11][C:10](=[O:19])[NH:9]2)[CH:5]=[N:39][CH:40]=1.